From a dataset of Full USPTO retrosynthesis dataset with 1.9M reactions from patents (1976-2016). Predict the reactants needed to synthesize the given product. Given the product [CH3:1][C:2]1[CH:7]=[CH:6][C:5]([S:8]([O:11][CH2:12][CH:13]2[CH2:17][C:16]3[C:18]([F:24])=[C:19]([F:23])[CH:20]=[C:21]([C:27]4[CH:28]=[CH:29][CH:30]=[CH:31][C:26]=4[CH3:25])[C:15]=3[O:14]2)(=[O:10])=[O:9])=[CH:4][CH:3]=1, predict the reactants needed to synthesize it. The reactants are: [CH3:1][C:2]1[CH:7]=[CH:6][C:5]([S:8]([O:11][CH2:12][CH:13]2[CH2:17][C:16]3[C:18]([F:24])=[C:19]([F:23])[CH:20]=[C:21](Br)[C:15]=3[O:14]2)(=[O:10])=[O:9])=[CH:4][CH:3]=1.[CH3:25][C:26]1[CH:31]=[CH:30][CH:29]=[CH:28][C:27]=1B(O)O.C(=O)([O-])[O-].[K+].[K+].CC1C=CC(S(OCC2CC3C(F)=C(F)C=C(C4C=CC=CC=4)C=3O2)(=O)=O)=CC=1.